From a dataset of Peptide-MHC class I binding affinity with 185,985 pairs from IEDB/IMGT. Regression. Given a peptide amino acid sequence and an MHC pseudo amino acid sequence, predict their binding affinity value. This is MHC class I binding data. (1) The peptide sequence is KYAQAYPNV. The MHC is H-2-Kd with pseudo-sequence H-2-Kd. The binding affinity (normalized) is 0.149. (2) The MHC is Mamu-B52 with pseudo-sequence Mamu-B52. The binding affinity (normalized) is 0.374. The peptide sequence is TSQWDDPW. (3) The peptide sequence is AIFQCSMTK. The MHC is HLA-A33:01 with pseudo-sequence HLA-A33:01. The binding affinity (normalized) is 0.158. (4) The peptide sequence is KNSKFKNFRVY. The MHC is Mamu-B03 with pseudo-sequence Mamu-B03. The binding affinity (normalized) is 0. (5) The peptide sequence is RLRDLNQAV. The binding affinity (normalized) is 0.193. The MHC is HLA-A02:06 with pseudo-sequence HLA-A02:06.